Dataset: NCI-60 drug combinations with 297,098 pairs across 59 cell lines. Task: Regression. Given two drug SMILES strings and cell line genomic features, predict the synergy score measuring deviation from expected non-interaction effect. (1) Drug 1: CC1CCC2CC(C(=CC=CC=CC(CC(C(=O)C(C(C(=CC(C(=O)CC(OC(=O)C3CCCCN3C(=O)C(=O)C1(O2)O)C(C)CC4CCC(C(C4)OC)O)C)C)O)OC)C)C)C)OC. Drug 2: C1CN(CCN1C(=O)CCBr)C(=O)CCBr. Cell line: OVCAR3. Synergy scores: CSS=5.98, Synergy_ZIP=-6.35, Synergy_Bliss=-5.09, Synergy_Loewe=-18.0, Synergy_HSA=-7.23. (2) Drug 1: CC1C(C(CC(O1)OC2CC(CC3=C2C(=C4C(=C3O)C(=O)C5=C(C4=O)C(=CC=C5)OC)O)(C(=O)CO)O)N)O.Cl. Drug 2: C1CCN(CC1)CCOC2=CC=C(C=C2)C(=O)C3=C(SC4=C3C=CC(=C4)O)C5=CC=C(C=C5)O. Cell line: NCI-H460. Synergy scores: CSS=10.1, Synergy_ZIP=0.687, Synergy_Bliss=4.91, Synergy_Loewe=3.19, Synergy_HSA=3.36. (3) Drug 1: CC1C(C(CC(O1)OC2CC(OC(C2O)C)OC3=CC4=CC5=C(C(=O)C(C(C5)C(C(=O)C(C(C)O)O)OC)OC6CC(C(C(O6)C)O)OC7CC(C(C(O7)C)O)OC8CC(C(C(O8)C)O)(C)O)C(=C4C(=C3C)O)O)O)O. Drug 2: CS(=O)(=O)OCCCCOS(=O)(=O)C. Cell line: HCT-15. Synergy scores: CSS=49.9, Synergy_ZIP=-1.58, Synergy_Bliss=2.95, Synergy_Loewe=1.52, Synergy_HSA=1.50.